The task is: Predict the reactants needed to synthesize the given product.. This data is from Retrosynthesis with 50K atom-mapped reactions and 10 reaction types from USPTO. (1) The reactants are: Nn1nc(C2CCCCC2)c2ccccc2c1=O.O=C(Cl)CC12CC3CC(CC(C3)C1)C2. Given the product O=C(CC12CC3CC(CC(C3)C1)C2)Nn1nc(C2CCCCC2)c2ccccc2c1=O, predict the reactants needed to synthesize it. (2) Given the product COc1cc2c(cc1Br)C(CO)CNCC2, predict the reactants needed to synthesize it. The reactants are: COc1cc2c(cc1Br)C(CO)CN(C(=O)C(F)(F)F)CC2. (3) Given the product C[C@H]1CN(C(=O)COc2ccc(Cl)cc2OCc2ccc(C(=O)O)cn2)[C@H](C)CN1Cc1ccc(F)cc1, predict the reactants needed to synthesize it. The reactants are: COC(=O)c1ccc(COc2cc(Cl)ccc2OCC(=O)N2C[C@H](C)N(Cc3ccc(F)cc3)C[C@H]2C)nc1. (4) Given the product COc1cccc(Cc2nc(Nc3ccc(-n4cnc(C)c4)c(OC)c3)nc3c2CN(C(=O)OC(C)(C)C)CC3)c1, predict the reactants needed to synthesize it. The reactants are: COc1cc(NC(=N)N)ccc1-n1cnc(C)c1.COc1cccc(CC(=O)C2CN(C(=O)OC(C)(C)C)CCC2=O)c1. (5) Given the product CN(C(=O)CN1C(=O)COc2ccc(C(N)=O)cc21)C(CN1CCOCC1)c1ccc(-c2ccccc2)cc1, predict the reactants needed to synthesize it. The reactants are: CN(C(=O)CN1C(=O)COc2ccc(C(=O)O)cc21)C(CN1CCOCC1)c1ccc(-c2ccccc2)cc1.CN(C)[P+](On1nnc2ccccc21)(N(C)C)N(C)C.